From a dataset of TCR-epitope binding with 47,182 pairs between 192 epitopes and 23,139 TCRs. Binary Classification. Given a T-cell receptor sequence (or CDR3 region) and an epitope sequence, predict whether binding occurs between them. (1) The epitope is YIFFASFYY. The TCR CDR3 sequence is CASSRWAEQYF. Result: 1 (the TCR binds to the epitope). (2) The epitope is EEHVQIHTI. The TCR CDR3 sequence is CASSLDLAGGLAKNIQYF. Result: 0 (the TCR does not bind to the epitope). (3) The epitope is GTITVEELK. The TCR CDR3 sequence is CASSQVAGAEPNYGYTF. Result: 0 (the TCR does not bind to the epitope). (4) The epitope is ELAGIGILTV. The TCR CDR3 sequence is CASSQGEEETFF. Result: 1 (the TCR binds to the epitope). (5) The epitope is CTELKLSDY. The TCR CDR3 sequence is CASSIDRGGNTEAFF. Result: 0 (the TCR does not bind to the epitope).